This data is from Forward reaction prediction with 1.9M reactions from USPTO patents (1976-2016). The task is: Predict the product of the given reaction. (1) Given the reactants [CH2:1]([SiH:5]([CH2:10][CH2:11][CH2:12][CH3:13])[CH2:6][CH2:7][CH2:8][CH3:9])[CH2:2][CH2:3][CH3:4].Cl[SiH](Cl)Cl.C([Mg]Cl)CCC.[H][H].[CH3:26][OH:27], predict the reaction product. The product is: [CH2:10]([Si:5]([CH2:1][CH2:2][CH2:3][CH3:4])([CH2:6][CH2:7][CH2:8][CH3:9])[O:27][CH3:26])[CH2:11][CH2:12][CH3:13]. (2) Given the reactants [Cl:1][C:2]1[CH:7]=[C:6]([N+:8]([O-:10])=[O:9])[CH:5]=[CH:4][N+:3]=1[O-].[Si]([C:16]#[N:17])(C)(C)C.CN(C)C(Cl)=O.C([O-])(O)=O.[Na+], predict the reaction product. The product is: [Cl:1][C:2]1[N:3]=[C:4]([C:16]#[N:17])[CH:5]=[C:6]([N+:8]([O-:10])=[O:9])[CH:7]=1. (3) The product is: [CH3:5][N:6]1[CH2:11][CH2:10][C:9]([CH2:4][N+:1]([O-:3])=[O:2])([OH:12])[CH2:8][CH2:7]1. Given the reactants [N+:1]([CH3:4])([O-:3])=[O:2].[CH3:5][N:6]1[CH2:11][CH2:10][C:9](=[O:12])[CH2:8][CH2:7]1, predict the reaction product. (4) Given the reactants [S:1]1[CH:5]=[CH:4][CH:3]=[C:2]1[S:6]([NH2:9])(=[O:8])=[O:7].C([O-])([O-])=O.[Cs+].[Cs+].[OH:16][C:17]1[CH:22]=[CH:21][CH:20]=[CH:19][C:18]=1C1CNCCN1C(OC(C)(C)C)=O, predict the reaction product. The product is: [O:16]([C:3]1[CH:4]=[CH:5][S:1][C:2]=1[S:6]([NH2:9])(=[O:8])=[O:7])[C:17]1[CH:22]=[CH:21][CH:20]=[CH:19][CH:18]=1. (5) Given the reactants C(O[BH-](OC(=O)C)OC(=O)C)(=O)C.[Na+].[CH:15](=O)[CH2:16][CH3:17].[CH3:19][O:20][CH2:21][CH2:22][C@@H:23]1[NH:28][CH2:27][CH2:26][N:25]([C:29]2[C:38]3[N:37]=[C:36]([C:39]([F:42])([F:41])[F:40])[S:35][C:34]=3[NH:33][C:32]3[CH:43]=[CH:44][CH:45]=[CH:46][C:31]=3[N:30]=2)[CH2:24]1, predict the reaction product. The product is: [CH3:19][O:20][CH2:21][CH2:22][C@@H:23]1[N:28]([CH2:15][CH2:16][CH3:17])[CH2:27][CH2:26][N:25]([C:29]2[C:38]3[N:37]=[C:36]([C:39]([F:41])([F:42])[F:40])[S:35][C:34]=3[NH:33][C:32]3[CH:43]=[CH:44][CH:45]=[CH:46][C:31]=3[N:30]=2)[CH2:24]1.